This data is from Full USPTO retrosynthesis dataset with 1.9M reactions from patents (1976-2016). The task is: Predict the reactants needed to synthesize the given product. (1) Given the product [OH:11][N:12]=[C:8]([C:5]1[CH:6]=[N:7][C:2]([CH3:1])=[CH:3][CH:4]=1)[NH2:9], predict the reactants needed to synthesize it. The reactants are: [CH3:1][C:2]1[N:7]=[CH:6][C:5]([C:8]#[N:9])=[CH:4][CH:3]=1.[Cl-].[OH:11][NH3+:12].C(N(CC)CC)C. (2) Given the product [C:4]1([C:8]2[CH:9]=[CH:10][CH:11]=[CH:12][CH:13]=2)[CH:5]=[CH:6][CH:7]=[C:2]([NH:1][C:21]([N:38]2[CH2:37][CH2:36][N:35]([CH2:39][CH2:40][CH2:41][N:42]3[CH2:43][CH2:44][CH2:45][CH2:46][CH2:47]3)[C:34](=[O:48])[C@@H:33]2[CH3:32])=[O:24])[CH:3]=1, predict the reactants needed to synthesize it. The reactants are: [NH2:1][C:2]1[CH:3]=[C:4]([C:8]2[CH:13]=[CH:12][CH:11]=[CH:10][CH:9]=2)[CH:5]=[CH:6][CH:7]=1.N1C=CC=CC=1.Cl[C:21]([O:24]C(=O)OC(Cl)(Cl)Cl)(Cl)Cl.[CH3:32][C@@H:33]1[NH:38][CH2:37][CH2:36][N:35]([CH2:39][CH2:40][CH2:41][N:42]2[CH2:47][CH2:46][CH2:45][CH2:44][CH2:43]2)[C:34]1=[O:48]. (3) Given the product [C:14](=[O:15])([O-:17])[O-:16].[Ce+3:5].[C:14](=[O:15])([O-:17])[O-:16].[C:14](=[O:15])([O-:17])[O-:16].[Ce+3:5], predict the reactants needed to synthesize it. The reactants are: [N+]([O-])([O-])=O.[Ce+3:5].[N+]([O-])([O-])=O.[N+]([O-])([O-])=O.[C:14](=[O:17])([O-:16])[O-:15].[Na+].[Na+]. (4) Given the product [CH3:16][O:15][C:14]1[CH:13]=[CH:12][C:6]([C:7]([N:9]([CH3:11])[CH3:10])=[O:8])=[CH:5][C:4]=1[CH2:3][CH:2]=[O:1], predict the reactants needed to synthesize it. The reactants are: [OH:1][CH:2](CO)[CH2:3][C:4]1[CH:5]=[C:6]([CH:12]=[CH:13][C:14]=1[O:15][CH3:16])[C:7]([N:9]([CH3:11])[CH3:10])=[O:8].I([O-])(=O)(=O)=O.[Na+]. (5) Given the product [CH3:34][C:35]1([CH3:42])[CH2:40][CH:39]([O:1][C:2]2[CH:3]=[CH:4][C:5]([N:8]3[C:13](=[O:14])[C:12]([CH2:15][C:16]4[CH:21]=[CH:20][C:19]([C:22]5[CH:27]=[CH:26][CH:25]=[CH:24][C:23]=5[C:28]5[NH:63][C:64](=[O:65])[O:66][N:29]=5)=[CH:18][CH:17]=4)=[C:11]([CH2:30][CH2:31][CH3:32])[N:10]=[C:9]3[CH3:33])=[CH:6][CH:7]=2)[CH2:38][CH2:37][O:36]1, predict the reactants needed to synthesize it. The reactants are: [OH:1][C:2]1[CH:7]=[CH:6][C:5]([N:8]2[C:13](=[O:14])[C:12]([CH2:15][C:16]3[CH:21]=[CH:20][C:19]([C:22]4[C:23]([C:28]#[N:29])=[CH:24][CH:25]=[CH:26][CH:27]=4)=[CH:18][CH:17]=3)=[C:11]([CH2:30][CH2:31][CH3:32])[N:10]=[C:9]2[CH3:33])=[CH:4][CH:3]=1.[CH3:34][C:35]1([CH3:42])[CH2:40][CH:39](O)[CH2:38][CH2:37][O:36]1.C1(P(C2C=CC=CC=2)C2C=CC=CC=2)C=CC=CC=1.[N:63]([C:64]([O:66]C(C)C)=[O:65])=[N:63][C:64]([O:66]C(C)C)=[O:65]. (6) Given the product [F:1][C:2]1[CH:7]=[CH:6][C:5]([NH2:8])=[CH:4][C:3]=1[C:11]1([CH3:16])[CH2:15][CH2:14][O:13][CH2:12]1, predict the reactants needed to synthesize it. The reactants are: [F:1][C:2]1[CH:7]=[CH:6][C:5]([N+:8]([O-])=O)=[CH:4][C:3]=1[C:11]1([CH3:16])[CH2:15][CH2:14][O:13][CH2:12]1. (7) The reactants are: [NH2:1][C@@H:2]([CH2:14][N:15]([CH3:17])[CH3:16])[CH2:3][C:4]([O:6][CH2:7][C:8]1[CH:13]=[CH:12][CH:11]=[CH:10][CH:9]=1)=[O:5].[CH2:18]([C:23]1[CH:28]=[CH:27][C:26]([S:29](Cl)(=[O:31])=[O:30])=[CH:25][CH:24]=1)[CH2:19][CH2:20][CH2:21][CH3:22]. Given the product [CH3:17][N:15]([CH3:16])[CH2:14][C@H:2]([NH:1][S:29]([C:26]1[CH:27]=[CH:28][C:23]([CH2:18][CH2:19][CH2:20][CH2:21][CH3:22])=[CH:24][CH:25]=1)(=[O:31])=[O:30])[CH2:3][C:4]([O:6][CH2:7][C:8]1[CH:13]=[CH:12][CH:11]=[CH:10][CH:9]=1)=[O:5], predict the reactants needed to synthesize it. (8) Given the product [CH2:1]([O:8][C:9]1[C:14]([C:15]([O:17][CH2:18][C:19]2[CH:24]=[CH:23][CH:22]=[CH:21][CH:20]=2)=[O:16])=[C:13]([O:25][CH2:26][C:27]2[CH:32]=[CH:31][CH:30]=[CH:29][CH:28]=2)[N:12]=[C:11]([C:33]2[CH:34]=[C:35]3[C:39](=[CH:40][CH:41]=2)[N:38]([C:42]([O:44][C:45]([CH3:48])([CH3:47])[CH3:46])=[O:43])[C:37]([C:59]2[CH:60]=[CH:61][C:56]([C:54]#[N:55])=[CH:57][CH:58]=2)=[CH:36]3)[C:10]=1[CH2:52][CH3:53])[C:2]1[CH:7]=[CH:6][CH:5]=[CH:4][CH:3]=1, predict the reactants needed to synthesize it. The reactants are: [CH2:1]([O:8][C:9]1[C:14]([C:15]([O:17][CH2:18][C:19]2[CH:24]=[CH:23][CH:22]=[CH:21][CH:20]=2)=[O:16])=[C:13]([O:25][CH2:26][C:27]2[CH:32]=[CH:31][CH:30]=[CH:29][CH:28]=2)[N:12]=[C:11]([C:33]2[CH:34]=[C:35]3[C:39](=[CH:40][CH:41]=2)[N:38]([C:42]([O:44][C:45]([CH3:48])([CH3:47])[CH3:46])=[O:43])[C:37](B(O)O)=[CH:36]3)[C:10]=1[CH2:52][CH3:53])[C:2]1[CH:7]=[CH:6][CH:5]=[CH:4][CH:3]=1.[C:54]([C:56]1[CH:61]=[CH:60][C:59](I)=[CH:58][CH:57]=1)#[N:55].C([O-])([O-])=O.[Na+].[Na+].COCCOC. (9) The reactants are: [CH2:1]([NH:8][CH2:9][C:10]([CH3:12])=[CH2:11])[C:2]1[CH:7]=[CH:6][CH:5]=[CH:4][CH:3]=1.[O:13]1[C:15]2([CH2:20][CH2:19][N:18]([C:21]([O:23][C:24]([CH3:27])([CH3:26])[CH3:25])=[O:22])[CH2:17][CH2:16]2)[CH2:14]1. Given the product [CH2:1]([N:8]([CH2:14][C:15]1([OH:13])[CH2:16][CH2:17][N:18]([C:21]([O:23][C:24]([CH3:27])([CH3:26])[CH3:25])=[O:22])[CH2:19][CH2:20]1)[CH2:9][C:10]([CH3:12])=[CH2:11])[C:2]1[CH:7]=[CH:6][CH:5]=[CH:4][CH:3]=1, predict the reactants needed to synthesize it.